From a dataset of Forward reaction prediction with 1.9M reactions from USPTO patents (1976-2016). Predict the product of the given reaction. (1) Given the reactants [NH2:1][C:2]1[C:3]([CH3:11])=[C:4]([CH:8]=[CH:9][CH:10]=1)[C:5](O)=[O:6].O1CCCC1.CO, predict the reaction product. The product is: [NH2:1][C:2]1[C:3]([CH3:11])=[C:4]([CH2:5][OH:6])[CH:8]=[CH:9][CH:10]=1. (2) Given the reactants [Cl:1][C:2]1[CH:7]=[CH:6][C:5]([C@@H:8]([C:49]2[CH:50]=[N:51][C:52]([O:55][CH3:56])=[CH:53][CH:54]=2)[C@H:9]([NH:44][C:45]([O:47][CH3:48])=[O:46])[C:10]([NH:12][C:13]2[CH:42]=[CH:41][CH:40]=[C:39]([F:43])[C:14]=2[CH2:15][CH2:16][C@@H:17]2[N:22]([S:23]([C:26]3[CH:31]=[CH:30][CH:29]=[CH:28][CH:27]=3)(=[O:25])=[O:24])[CH2:21][CH2:20][N:19](C(OC(C)(C)C)=O)[CH2:18]2)=[O:11])=[CH:4][CH:3]=1.C(O)(C(F)(F)F)=O, predict the reaction product. The product is: [Cl:1][C:2]1[CH:3]=[CH:4][C:5]([C@@H:8]([C:49]2[CH:50]=[N:51][C:52]([O:55][CH3:56])=[CH:53][CH:54]=2)[C@H:9]([NH:44][C:45](=[O:46])[O:47][CH3:48])[C:10]([NH:12][C:13]2[CH:42]=[CH:41][CH:40]=[C:39]([F:43])[C:14]=2[CH2:15][CH2:16][C@H:17]2[CH2:18][NH:19][CH2:20][CH2:21][N:22]2[S:23]([C:26]2[CH:31]=[CH:30][CH:29]=[CH:28][CH:27]=2)(=[O:25])=[O:24])=[O:11])=[CH:6][CH:7]=1. (3) Given the reactants ClC1N=C(Cl)C(C(F)(F)F)=CN=1.Cl.CS(C1C=C(CN)C=CC=1)=O.C(N(C(C)C)CC)(C)C.Cl[C:35]1[N:40]=[C:39]([NH:41][CH2:42][C:43]2[CH:48]=[CH:47][CH:46]=[C:45]([S:49]([CH3:51])=[O:50])[CH:44]=2)[C:38]([C:52]([F:55])([F:54])[F:53])=[CH:37][N:36]=1.ClC1C(C(F)(F)F)=CN=C(NCC2C=CC=C(S(C)=O)C=2)N=1.[NH2:78][C:79]1[CH:93]=[CH:92][C:82]([CH2:83][P:84](=[O:91])([O:88][CH2:89][CH3:90])[O:85][CH2:86][CH3:87])=[CH:81][CH:80]=1.C(O)(C(F)(F)F)=O, predict the reaction product. The product is: [CH3:51][S:49]([C:45]1[CH:44]=[C:43]([CH:48]=[CH:47][CH:46]=1)[CH2:42][NH:41][C:39]1[C:38]([C:52]([F:55])([F:54])[F:53])=[CH:37][N:36]=[C:35]([NH:78][C:79]2[CH:80]=[CH:81][C:82]([CH2:83][P:84](=[O:91])([O:85][CH2:86][CH3:87])[O:88][CH2:89][CH3:90])=[CH:92][CH:93]=2)[N:40]=1)=[O:50]. (4) Given the reactants [F:8][C:7]([F:10])([F:9])[C:6](O[C:6](=[O:11])[C:7]([F:10])([F:9])[F:8])=[O:11].[NH2:14][CH2:15][CH:16]1[CH2:21][N:20]([CH3:22])[CH2:19][CH2:18][N:17]1[CH2:23][C:24]1[CH:29]=[CH:28][CH:27]=[CH:26][CH:25]=1.C(N(CC)CC)C, predict the reaction product. The product is: [CH2:23]([N:17]1[CH2:18][CH2:19][N:20]([CH3:22])[CH2:21][CH:16]1[CH2:15][NH:14][C:6](=[O:11])[C:7]([F:8])([F:9])[F:10])[C:24]1[CH:25]=[CH:26][CH:27]=[CH:28][CH:29]=1. (5) Given the reactants O=[C:2]1[C:9]2[CH:8]=[C:7]([C:10]([O:12][CH3:13])=[O:11])[NH:6][C:5]=2[CH2:4][CH2:3]1.[F:14][C:15]1[CH:16]=[C:17]([Mg]Br)[CH:18]=[CH:19][CH:20]=1, predict the reaction product. The product is: [F:14][C:15]1[CH:20]=[C:19]([CH:2]2[C:9]3[CH:8]=[C:7]([C:10]([O:12][CH3:13])=[O:11])[NH:6][C:5]=3[CH2:4][CH2:3]2)[CH:18]=[CH:17][CH:16]=1. (6) Given the reactants [CH:1]([C@H:4]1[CH2:8][O:7][C:6](=[O:9])[NH:5]1)([CH3:3])[CH3:2].C([Li])CCC.[CH3:15][O:16][C:17]1[CH:18]=[C:19]([CH2:25][C:26](Cl)=[O:27])[CH:20]=[C:21]([O:23][CH3:24])[CH:22]=1.CCCCCC, predict the reaction product. The product is: [CH3:24][O:23][C:21]1[CH:20]=[C:19]([CH2:25][C:26]([N:5]2[C@@H:4]([CH:1]([CH3:3])[CH3:2])[CH2:8][O:7][C:6]2=[O:9])=[O:27])[CH:18]=[C:17]([O:16][CH3:15])[CH:22]=1.